This data is from Retrosynthesis with 50K atom-mapped reactions and 10 reaction types from USPTO. The task is: Predict the reactants needed to synthesize the given product. The reactants are: COC1=C(OC)C(=O)C(Cc2ccc(OC(C)=O)c(C(=O)Nc3ccc(F)cc3)c2)=C(C)C1=O. Given the product COC1=C(OC)C(=O)C(Cc2ccc(O)c(C(=O)Nc3ccc(F)cc3)c2)=C(C)C1=O, predict the reactants needed to synthesize it.